Dataset: NCI-60 drug combinations with 297,098 pairs across 59 cell lines. Task: Regression. Given two drug SMILES strings and cell line genomic features, predict the synergy score measuring deviation from expected non-interaction effect. (1) Drug 2: CN(CCCl)CCCl.Cl. Cell line: SF-295. Drug 1: CC(CN1CC(=O)NC(=O)C1)N2CC(=O)NC(=O)C2. Synergy scores: CSS=34.3, Synergy_ZIP=-9.71, Synergy_Bliss=-0.954, Synergy_Loewe=1.04, Synergy_HSA=1.01. (2) Drug 1: CCC1=CC2CC(C3=C(CN(C2)C1)C4=CC=CC=C4N3)(C5=C(C=C6C(=C5)C78CCN9C7C(C=CC9)(C(C(C8N6C)(C(=O)OC)O)OC(=O)C)CC)OC)C(=O)OC.C(C(C(=O)O)O)(C(=O)O)O. Drug 2: CS(=O)(=O)CCNCC1=CC=C(O1)C2=CC3=C(C=C2)N=CN=C3NC4=CC(=C(C=C4)OCC5=CC(=CC=C5)F)Cl. Cell line: NCI-H460. Synergy scores: CSS=60.6, Synergy_ZIP=-1.61, Synergy_Bliss=-4.46, Synergy_Loewe=-20.1, Synergy_HSA=-3.61. (3) Drug 1: CCC1=CC2CC(C3=C(CN(C2)C1)C4=CC=CC=C4N3)(C5=C(C=C6C(=C5)C78CCN9C7C(C=CC9)(C(C(C8N6C)(C(=O)OC)O)OC(=O)C)CC)OC)C(=O)OC.C(C(C(=O)O)O)(C(=O)O)O. Drug 2: CC1C(C(=O)NC(C(=O)N2CCCC2C(=O)N(CC(=O)N(C(C(=O)O1)C(C)C)C)C)C(C)C)NC(=O)C3=C4C(=C(C=C3)C)OC5=C(C(=O)C(=C(C5=N4)C(=O)NC6C(OC(=O)C(N(C(=O)CN(C(=O)C7CCCN7C(=O)C(NC6=O)C(C)C)C)C)C(C)C)C)N)C. Cell line: SN12C. Synergy scores: CSS=40.8, Synergy_ZIP=3.93, Synergy_Bliss=5.51, Synergy_Loewe=7.00, Synergy_HSA=6.39. (4) Drug 1: CN(CC1=CN=C2C(=N1)C(=NC(=N2)N)N)C3=CC=C(C=C3)C(=O)NC(CCC(=O)O)C(=O)O. Drug 2: CC1=CC=C(C=C1)C2=CC(=NN2C3=CC=C(C=C3)S(=O)(=O)N)C(F)(F)F. Cell line: SNB-19. Synergy scores: CSS=25.9, Synergy_ZIP=0.975, Synergy_Bliss=-3.38, Synergy_Loewe=-56.2, Synergy_HSA=-7.12. (5) Drug 1: C1CC(CCC1OC2=C(C(=CC=C2)Cl)F)(CC3=NC(=CC=C3)NC4=NC=CS4)C(=O)O. Drug 2: CNC(=O)C1=NC=CC(=C1)OC2=CC=C(C=C2)NC(=O)NC3=CC(=C(C=C3)Cl)C(F)(F)F. Cell line: NCI-H460. Synergy scores: CSS=61.2, Synergy_ZIP=2.15, Synergy_Bliss=1.10, Synergy_Loewe=-0.774, Synergy_HSA=6.19. (6) Drug 1: CC1OCC2C(O1)C(C(C(O2)OC3C4COC(=O)C4C(C5=CC6=C(C=C35)OCO6)C7=CC(=C(C(=C7)OC)O)OC)O)O. Drug 2: C1=NC2=C(N1)C(=S)N=CN2. Cell line: NCI-H460. Synergy scores: CSS=44.1, Synergy_ZIP=0.988, Synergy_Bliss=0.782, Synergy_Loewe=-7.52, Synergy_HSA=3.10.